From a dataset of Forward reaction prediction with 1.9M reactions from USPTO patents (1976-2016). Predict the product of the given reaction. Given the reactants [N:1]1[N:2]([C:10]2[CH:15]=[C:14]([CH3:16])[CH:13]=[CH:12][C:11]=2O)[N:3]=[C:4]2[CH:9]=[CH:8][CH:7]=[CH:6][C:5]=12.[CH2:18]=[O:19].S(=O)(=O)(O)O.[ClH:25], predict the reaction product. The product is: [N:1]1[N:2]([C:10]2[CH:15]=[C:14]([CH3:16])[CH:13]=[C:12]([CH2:11][Cl:25])[C:18]=2[OH:19])[N:3]=[C:4]2[CH:9]=[CH:8][CH:7]=[CH:6][C:5]=12.